Dataset: Experimentally validated miRNA-target interactions with 360,000+ pairs, plus equal number of negative samples. Task: Binary Classification. Given a miRNA mature sequence and a target amino acid sequence, predict their likelihood of interaction. (1) The miRNA is hsa-miR-6765-3p with sequence UCACCUGGCUGGCCCGCCCAG. The protein sequence of the target gene is MGFELDRFDGDVDPDLKCALCHKVLEDPLTTPCGHVFCAGCVLPWVVQEGSCPARCRGRLSAKELNHVLPLKRLILKLDIKCAYATRGCGRVVKLQQLPEHLERCDFAPARCRHAGCGQVLLRRDVEAHMRDACDARPVGRCQEGCGLPLTHGEQRAGGHCCARALRAHNGALQARLGALHKALKKEALRAGKREKSLVAQLAAAQLELQMTALRYQKKFTEYSARLDSLSRCVAAPPGGKGEETKSLTLVLHRDSGSLGFNIIGGRPSVDNHDGSSSEGIFVSKIVDSGPAAKEGGLQI.... Result: 0 (no interaction). (2) The miRNA is hsa-miR-425-5p with sequence AAUGACACGAUCACUCCCGUUGA. The protein sequence of the target gene is MLSATPLYGNVHSWMNSERVRMCGASEDRKILVNDGDASKARLELREENPLNHNVVDASTAHRIDGLAALSMDRTGLIREGLRVPGNIVYSSLCGLGSEKGREAATSTLGGLGFSSERNPEMQFKPNTPETVEASAVSGKPPNGFSAIYKTPPGIQKSAVATAEALGLDRPASDKQSPLNINGASYLRLPWVNPYMEGATPAIYPFLDSPNKYSLNMYKALLPQQSYSLAQPLYSPVCTNGERFLYLPPPHYVGPHIPSSLASPMRLSTPSASPAIPPLVHCADKSLPWKMGVSPGNPVD.... Result: 1 (interaction).